From a dataset of Full USPTO retrosynthesis dataset with 1.9M reactions from patents (1976-2016). Predict the reactants needed to synthesize the given product. (1) The reactants are: [CH:1]([C:3]1[N:7]([CH3:8])[N:6]=[C:5]([C:9]2[CH:14]=[CH:13][C:12]([O:15]C)=[CH:11][CH:10]=2)[C:4]=1[C:17]1[C:18]([CH3:27])=[C:19]([C:23]([O:25]C)=[O:24])[O:20][C:21]=1[CH3:22])=[O:2].B(Br)(Br)Br. Given the product [CH:1]([C:3]1[N:7]([CH3:8])[N:6]=[C:5]([C:9]2[CH:14]=[CH:13][C:12]([OH:15])=[CH:11][CH:10]=2)[C:4]=1[C:17]1[C:18]([CH3:27])=[C:19]([C:23]([OH:25])=[O:24])[O:20][C:21]=1[CH3:22])=[O:2], predict the reactants needed to synthesize it. (2) Given the product [CH3:1][C:2]1[O:6][C:5]([C:7]2[CH:8]=[CH:9][CH:10]=[CH:11][CH:12]=2)=[N:4][C:3]=1[CH2:13][O:14][C:15]1[CH:35]=[CH:34][C:18]([O:19][CH2:20][C:21]2[O:25][C:24]([C:26]3[CH:27]=[CH:28][CH:29]=[CH:30][CH:31]=3)=[N:23][C:22]=2/[CH:32]=[CH:36]/[P:45](=[O:52])([O:46][CH2:47][CH3:48])[O:49][CH2:50][CH3:51])=[CH:17][CH:16]=1, predict the reactants needed to synthesize it. The reactants are: [CH3:1][C:2]1[O:6][C:5]([C:7]2[CH:12]=[CH:11][CH:10]=[CH:9][CH:8]=2)=[N:4][C:3]=1[CH2:13][O:14][C:15]1[CH:35]=[CH:34][C:18]([O:19][CH2:20][C:21]2[O:25][C:24]([C:26]3[CH:31]=[CH:30][CH:29]=[CH:28][CH:27]=3)=[N:23][C:22]=2[CH:32]=O)=[CH:17][CH:16]=1.[CH2:36]([P:45](=[O:52])([O:49][CH2:50][CH3:51])[O:46][CH2:47][CH3:48])P(=O)(OCC)OCC.CN(C)C=O.[H-].[Na+]. (3) Given the product [O:27]1[C:31]2([CH2:32][CH2:33][N:34]([C:37]([N:39]3[CH2:44][CH:43]([C:45]4[CH:50]=[CH:49][C:48]([C:51]([F:54])([F:53])[F:52])=[CH:47][CH:46]=4)[CH2:42][CH:41]([NH:3][C:6](=[O:9])[O:62][C:58]([CH3:61])([CH3:60])[CH3:59])[CH2:40]3)=[O:38])[CH2:35][CH2:36]2)[O:30][CH2:29][CH2:28]1, predict the reactants needed to synthesize it. The reactants are: C([N:3]([CH2:6]C)CC)C.P(N=[N+]=[N-])(=O)(OC1C=CC=CC=1)[O:9]C1C=CC=CC=1.[O:27]1[C:31]2([CH2:36][CH2:35][N:34]([C:37]([N:39]3[CH2:44][CH:43]([C:45]4[CH:50]=[CH:49][C:48]([C:51]([F:54])([F:53])[F:52])=[CH:47][CH:46]=4)[CH2:42][CH:41](C(O)=O)[CH2:40]3)=[O:38])[CH2:33][CH2:32]2)[O:30][CH2:29][CH2:28]1.[C:58]([OH:62])([CH3:61])([CH3:60])[CH3:59]. (4) Given the product [CH2:1]([O:3][CH:4]([O:24][CH2:25][CH3:26])[C:5]1[O:13][C:12]2[C:11]([C:14]3[CH:15]=[C:16]([CH2:17][N:27]4[CH2:31][CH2:30][CH2:29][CH2:28]4)[CH:19]=[CH:20][C:21]=3[O:22][CH3:23])=[CH:10][N:9]=[CH:8][C:7]=2[CH:6]=1)[CH3:2], predict the reactants needed to synthesize it. The reactants are: [CH2:1]([O:3][CH:4]([O:24][CH2:25][CH3:26])[C:5]1[O:13][C:12]2[C:11]([C:14]3[CH:15]=[C:16]([CH:19]=[CH:20][C:21]=3[O:22][CH3:23])[CH:17]=O)=[CH:10][N:9]=[CH:8][C:7]=2[CH:6]=1)[CH3:2].[NH:27]1[CH2:31][CH2:30][CH2:29][CH2:28]1.C(O)(=O)C.C(O[BH-](OC(=O)C)OC(=O)C)(=O)C.[Na+].